From a dataset of Catalyst prediction with 721,799 reactions and 888 catalyst types from USPTO. Predict which catalyst facilitates the given reaction. (1) Reactant: [H-].[Al+3].[Li+].[H-].[H-].[H-].[CH2:7]([N:14]1[CH2:18][C@H:17]([C:19]2([NH:22][C:23]([O:25][C:26]([CH3:29])([CH3:28])[CH3:27])=[O:24])[CH2:21][CH2:20]2)[C@H:16]([C:30](OCC)=[O:31])[CH2:15]1)[C:8]1[CH:13]=[CH:12][CH:11]=[CH:10][CH:9]=1.O. Product: [CH2:7]([N:14]1[CH2:18][C@H:17]([C:19]2([NH:22][C:23]([O:25][C:26]([CH3:27])([CH3:28])[CH3:29])=[O:24])[CH2:20][CH2:21]2)[C@H:16]([CH2:30][OH:31])[CH2:15]1)[C:8]1[CH:9]=[CH:10][CH:11]=[CH:12][CH:13]=1. The catalyst class is: 7. (2) Reactant: [C:1]([NH:4][NH:5][C:6](=O)[CH2:7][C@@:8]1([C:24]2[CH:29]=[CH:28][CH:27]=[CH:26][CH:25]=2)[O:13][C:12](=[O:14])[N:11]([C@H:15]([C:17]2[CH:22]=[CH:21][C:20]([Br:23])=[CH:19][CH:18]=2)[CH3:16])[CH2:10][CH2:9]1)(=O)[CH3:2].COC1C=CC(P2(SP(C3C=CC(OC)=CC=3)(=S)S2)=[S:40])=CC=1. Product: [Br:23][C:20]1[CH:21]=[CH:22][C:17]([C@@H:15]([N:11]2[CH2:10][CH2:9][C@:8]([CH2:7][C:6]3[S:40][C:1]([CH3:2])=[N:4][N:5]=3)([C:24]3[CH:29]=[CH:28][CH:27]=[CH:26][CH:25]=3)[O:13][C:12]2=[O:14])[CH3:16])=[CH:18][CH:19]=1. The catalyst class is: 1. (3) Reactant: C(N(CC)CC)C.Cl.Cl.[NH2:10][CH:11]([CH2:14][C:15]1[CH:20]=[N:19][CH:18]=[CH:17][N:16]=1)[CH2:12][OH:13].[C:21]([N:25]=[C:26]=[S:27])([CH3:24])([CH3:23])[CH3:22]. Product: [C:21]([NH:25][C:26]([NH:10][CH:11]([CH2:12][OH:13])[CH2:14][C:15]1[CH:20]=[N:19][CH:18]=[CH:17][N:16]=1)=[S:27])([CH3:24])([CH3:23])[CH3:22]. The catalyst class is: 8. (4) Reactant: [Cl:1][C:2]1[C:3]([CH3:21])=[C:4]2[N:10]=[C:9]([C:11]3[CH:16]=[CH:15][C:14]([OH:17])=[C:13]([N+:18]([O-:20])=[O:19])[CH:12]=3)[NH:8][C:5]2=[N:6][CH:7]=1.Cl.Cl[CH2:24][CH2:25][N:26]1[CH2:31][CH2:30][O:29][CH2:28][CH2:27]1.[H-].[Na+]. Product: [Cl:1][C:2]1[C:3]([CH3:21])=[C:4]2[N:10]=[C:9]([C:11]3[CH:16]=[CH:15][C:14]([O:17][CH2:24][CH2:25][N:26]4[CH2:31][CH2:30][O:29][CH2:28][CH2:27]4)=[C:13]([N+:18]([O-:20])=[O:19])[CH:12]=3)[NH:8][C:5]2=[N:6][CH:7]=1. The catalyst class is: 3. (5) Reactant: [O:1]([CH2:19][CH2:20][O:21][C:22]1[CH:27]=[CH:26][C:25]([C:28]2[N:29]=[C:30]3[CH:35]=[CH:34][C:33]([I:36])=[CH:32][N:31]3[CH:37]=2)=[C:24]([O:38][CH3:39])[CH:23]=1)[Si](C(C)(C)C)(C1C=CC=CC=1)C1C=CC=CC=1.[F-].C([N+](CCCC)(CCCC)CCCC)CCC.C(=O)([O-])O.[Na+].O. Product: [OH:1][CH2:19][CH2:20][O:21][C:22]1[CH:27]=[CH:26][C:25]([C:28]2[N:29]=[C:30]3[CH:35]=[CH:34][C:33]([I:36])=[CH:32][N:31]3[CH:37]=2)=[C:24]([O:38][CH3:39])[CH:23]=1. The catalyst class is: 841. (6) Reactant: [O:1]1[CH2:5][CH2:4][NH:3][C:2]1=[O:6].C(N(CC)CC)C.F[P-](F)(F)(F)(F)F.N1(O[P+](N2CCCC2)(N2CCCC2)N2CCCC2)C2C=CC=CC=2N=N1.[CH3:47][C:48]1[CH:49]=[C:50]([C:65]2[CH:66]=[CH:67][C:68]([C:71](O)=[O:72])=[N:69][CH:70]=2)[CH:51]=[C:52]([NH:54][C:55]2[N:60]=[C:59]([C:61]([F:64])([F:63])[F:62])[CH:58]=[CH:57][N:56]=2)[CH:53]=1. Product: [CH3:47][C:48]1[CH:49]=[C:50]([C:65]2[CH:66]=[CH:67][C:68]([C:71]([N:3]3[CH2:4][CH2:5][O:1][C:2]3=[O:6])=[O:72])=[N:69][CH:70]=2)[CH:51]=[C:52]([NH:54][C:55]2[N:60]=[C:59]([C:61]([F:64])([F:63])[F:62])[CH:58]=[CH:57][N:56]=2)[CH:53]=1. The catalyst class is: 136. (7) Reactant: [C:1]([C:3]1[CH:18]=[CH:17][C:6]([CH:7]=[C:8]([C:14](=O)[CH3:15])[C:9]([O:11][CH2:12][CH3:13])=[O:10])=[CH:5][CH:4]=1)#[N:2].[NH:19]1[CH:23]=[N:22][C:21]([NH2:24])=[N:20]1.C(=O)(O)[O-].[Na+]. Product: [C:1]([C:3]1[CH:18]=[CH:17][C:6]([CH:7]2[N:20]3[N:19]=[CH:23][N:22]=[C:21]3[NH:24][C:14]([CH3:15])=[C:8]2[C:9]([O:11][CH2:12][CH3:13])=[O:10])=[CH:5][CH:4]=1)#[N:2]. The catalyst class is: 3. (8) Reactant: [CH3:1][C:2]1[C:6]2[CH:7]=[C:8]([OH:11])[CH:9]=[CH:10][C:5]=2[N:4]([CH2:12][C:13]2[CH:18]=[CH:17][C:16]([O:19][CH2:20][CH2:21][N:22]3[CH2:28][CH2:27][CH2:26][CH2:25][CH2:24][CH2:23]3)=[CH:15][CH:14]=2)[C:3]=1[C:29]1[CH:34]=[CH:33][C:32]([OH:35])=[CH:31][CH:30]=1.Cl.C(OCC)(=O)C.CC(C)=O.[OH-].[Na+]. Product: [CH3:1][C:2]1[C:6]2[CH:7]=[C:8]([OH:11])[CH:9]=[CH:10][C:5]=2[N:4]([CH2:12][C:13]2[CH:14]=[CH:15][C:16]([O:19][CH2:20][CH2:21][N:22]3[CH2:23][CH2:24][CH2:25][CH2:26][CH2:27][CH2:28]3)=[CH:17][CH:18]=2)[C:3]=1[C:29]1[CH:34]=[CH:33][C:32]([OH:35])=[CH:31][CH:30]=1. The catalyst class is: 6.